This data is from Reaction yield outcomes from USPTO patents with 853,638 reactions. The task is: Predict the reaction yield, written as a fraction of the theoretical maximum amount of product (1.0 means a 100% yield; for example, 0.34 means a 34% yield). (1) The reactants are [O:1]1[C:5]2[CH:6]=[CH:7][C:8]([OH:10])=[CH:9][C:4]=2[O:3][CH2:2]1.C([Mg]Cl)(C)C.[CH2:16]([N:21]1[C:25]2=[N:26][CH:27]=[CH:28][CH:29]=[C:24]2[C:23](=[O:30])[C:22]1=[O:31])[CH2:17][CH2:18][CH2:19][CH3:20]. The catalyst is C1COCC1.ClCCl. The product is [OH:30][C:23]1([C:7]2[C:8]([OH:10])=[CH:9][C:4]3[O:3][CH2:2][O:1][C:5]=3[CH:6]=2)[C:24]2[C:25](=[N:26][CH:27]=[CH:28][CH:29]=2)[N:21]([CH2:16][CH2:17][CH2:18][CH2:19][CH3:20])[C:22]1=[O:31]. The yield is 0.730. (2) The reactants are [C:1]([O:5][C@@H:6]([C:11]1[C:12](I)=[C:13]2[C:20]3[CH2:21][CH2:22][CH2:23][CH2:24][C:19]=3[S:18][C:14]2=[N:15][C:16]=1[CH3:17])[C:7]([O:9][CH3:10])=[O:8])([CH3:4])([CH3:3])[CH3:2].[Cl:26][C:27]1[CH:32]=[CH:31][C:30](B(O)O)=[CH:29][CH:28]=1.C(N(C(C)C)C(C)C)C.O. The catalyst is O1CCOCC1.C1(P(C2C=CC=CC=2)C2C=CC=CC=2)C=CC=CC=1.C1(P(C2C=CC=CC=2)C2C=CC=CC=2)C=CC=CC=1.C1(P(C2C=CC=CC=2)C2C=CC=CC=2)C=CC=CC=1.C1(P(C2C=CC=CC=2)C2C=CC=CC=2)C=CC=CC=1.[Pd]. The product is [C:1]([O:5][C@@H:6]([C:11]1[C:12]([C:30]2[CH:31]=[CH:32][C:27]([Cl:26])=[CH:28][CH:29]=2)=[C:13]2[C:20]3[CH2:21][CH2:22][CH2:23][CH2:24][C:19]=3[S:18][C:14]2=[N:15][C:16]=1[CH3:17])[C:7]([O:9][CH3:10])=[O:8])([CH3:4])([CH3:3])[CH3:2]. The yield is 0.620.